This data is from NCI-60 drug combinations with 297,098 pairs across 59 cell lines. The task is: Regression. Given two drug SMILES strings and cell line genomic features, predict the synergy score measuring deviation from expected non-interaction effect. (1) Drug 1: CN1C(=O)N2C=NC(=C2N=N1)C(=O)N. Drug 2: CC1=C2C(C(=O)C3(C(CC4C(C3C(C(C2(C)C)(CC1OC(=O)C(C(C5=CC=CC=C5)NC(=O)C6=CC=CC=C6)O)O)OC(=O)C7=CC=CC=C7)(CO4)OC(=O)C)O)C)OC(=O)C. Cell line: NCI/ADR-RES. Synergy scores: CSS=2.11, Synergy_ZIP=1.84, Synergy_Bliss=2.57, Synergy_Loewe=-0.919, Synergy_HSA=-1.86. (2) Drug 1: COC1=C2C(=CC3=C1OC=C3)C=CC(=O)O2. Drug 2: CCC1(C2=C(COC1=O)C(=O)N3CC4=CC5=C(C=CC(=C5CN(C)C)O)N=C4C3=C2)O.Cl. Cell line: ACHN. Synergy scores: CSS=7.83, Synergy_ZIP=-13.1, Synergy_Bliss=-33.1, Synergy_Loewe=-35.3, Synergy_HSA=-29.8. (3) Cell line: BT-549. Drug 2: CC1=C(N=C(N=C1N)C(CC(=O)N)NCC(C(=O)N)N)C(=O)NC(C(C2=CN=CN2)OC3C(C(C(C(O3)CO)O)O)OC4C(C(C(C(O4)CO)O)OC(=O)N)O)C(=O)NC(C)C(C(C)C(=O)NC(C(C)O)C(=O)NCCC5=NC(=CS5)C6=NC(=CS6)C(=O)NCCC[S+](C)C)O. Synergy scores: CSS=29.8, Synergy_ZIP=-7.62, Synergy_Bliss=2.44, Synergy_Loewe=3.34, Synergy_HSA=3.73. Drug 1: CC1CCC2CC(C(=CC=CC=CC(CC(C(=O)C(C(C(=CC(C(=O)CC(OC(=O)C3CCCCN3C(=O)C(=O)C1(O2)O)C(C)CC4CCC(C(C4)OC)OCCO)C)C)O)OC)C)C)C)OC.